Dataset: Peptide-MHC class I binding affinity with 185,985 pairs from IEDB/IMGT. Task: Regression. Given a peptide amino acid sequence and an MHC pseudo amino acid sequence, predict their binding affinity value. This is MHC class I binding data. (1) The peptide sequence is IPAPGLGAL. The MHC is HLA-A03:01 with pseudo-sequence HLA-A03:01. The binding affinity (normalized) is 0.0847. (2) The peptide sequence is EIKAEMQLK. The MHC is HLA-A68:01 with pseudo-sequence HLA-A68:01. The binding affinity (normalized) is 0.746. (3) The peptide sequence is TEAMTRYSA. The MHC is Patr-B2401 with pseudo-sequence Patr-B2401. The binding affinity (normalized) is 0.0282. (4) The peptide sequence is IVFVCVEYY. The MHC is HLA-A11:01 with pseudo-sequence HLA-A11:01. The binding affinity (normalized) is 0.657. (5) The binding affinity (normalized) is 0. The MHC is H-2-Db with pseudo-sequence H-2-Db. The peptide sequence is ATLMKTSCSK. (6) The peptide sequence is FYKRKAMAW. The MHC is HLA-B08:01 with pseudo-sequence HLA-B08:01. The binding affinity (normalized) is 0.341. (7) The peptide sequence is RGRIGRTYL. The MHC is HLA-B07:02 with pseudo-sequence HLA-B07:02. The binding affinity (normalized) is 0.898.